Dataset: NCI-60 drug combinations with 297,098 pairs across 59 cell lines. Task: Regression. Given two drug SMILES strings and cell line genomic features, predict the synergy score measuring deviation from expected non-interaction effect. (1) Drug 1: CS(=O)(=O)C1=CC(=C(C=C1)C(=O)NC2=CC(=C(C=C2)Cl)C3=CC=CC=N3)Cl. Drug 2: CN(CC1=CN=C2C(=N1)C(=NC(=N2)N)N)C3=CC=C(C=C3)C(=O)NC(CCC(=O)O)C(=O)O. Cell line: ACHN. Synergy scores: CSS=48.6, Synergy_ZIP=1.52, Synergy_Bliss=1.30, Synergy_Loewe=-65.3, Synergy_HSA=-0.0679. (2) Drug 1: CC1OCC2C(O1)C(C(C(O2)OC3C4COC(=O)C4C(C5=CC6=C(C=C35)OCO6)C7=CC(=C(C(=C7)OC)O)OC)O)O. Drug 2: C1=NC2=C(N1)C(=S)N=C(N2)N. Cell line: HCT-15. Synergy scores: CSS=50.3, Synergy_ZIP=-2.87, Synergy_Bliss=-2.49, Synergy_Loewe=-4.46, Synergy_HSA=0.943. (3) Cell line: UACC-257. Drug 1: CC1=C(C(=CC=C1)Cl)NC(=O)C2=CN=C(S2)NC3=CC(=NC(=N3)C)N4CCN(CC4)CCO. Drug 2: C1CN1C2=NC(=NC(=N2)N3CC3)N4CC4. Synergy scores: CSS=18.2, Synergy_ZIP=-5.46, Synergy_Bliss=-0.601, Synergy_Loewe=0.787, Synergy_HSA=1.56. (4) Drug 1: CN1C(=O)N2C=NC(=C2N=N1)C(=O)N. Drug 2: C1=NC(=NC(=O)N1C2C(C(C(O2)CO)O)O)N. Cell line: CAKI-1. Synergy scores: CSS=-2.60, Synergy_ZIP=-9.00, Synergy_Bliss=-20.7, Synergy_Loewe=-51.2, Synergy_HSA=-22.7. (5) Drug 1: CC1=C(C(CCC1)(C)C)C=CC(=CC=CC(=CC(=O)O)C)C. Cell line: MDA-MB-231. Synergy scores: CSS=58.9, Synergy_ZIP=-3.21, Synergy_Bliss=-5.35, Synergy_Loewe=-47.0, Synergy_HSA=-3.06. Drug 2: B(C(CC(C)C)NC(=O)C(CC1=CC=CC=C1)NC(=O)C2=NC=CN=C2)(O)O.